From a dataset of Forward reaction prediction with 1.9M reactions from USPTO patents (1976-2016). Predict the product of the given reaction. Given the reactants ClC1N=C(NNCC#C)N=C(NNCCC)N=1.[CH2:18]([NH2:20])[CH3:19].CN(C)[C:23]1[N:28]=[C:27]([NH:29][CH2:30][CH2:31][CH3:32])[N:26]=[C:25]([NH:33][CH2:34][C:35]#[CH:36])[N:24]=1, predict the reaction product. The product is: [CH2:18]([NH:20][C:23]1[N:24]=[C:25]([NH:33][CH2:34][CH2:35][CH3:36])[N:26]=[C:27]([NH:29][CH2:30][C:31]#[CH:32])[N:28]=1)[CH3:19].